Dataset: Forward reaction prediction with 1.9M reactions from USPTO patents (1976-2016). Task: Predict the product of the given reaction. The product is: [F:25][C:19]1[CH:20]=[C:21]([F:24])[CH:22]=[CH:23][C:18]=1[CH2:17][O:3][C:4]1[C:13]2[C:8](=[CH:9][CH:10]=[CH:11][CH:12]=2)[C:7]([CH:14]=[O:15])=[CH:6][CH:5]=1. Given the reactants [H-].[Na+].[OH:3][C:4]1[C:13]2[C:8](=[CH:9][CH:10]=[CH:11][CH:12]=2)[C:7]([CH:14]=[O:15])=[CH:6][CH:5]=1.Br[CH2:17][C:18]1[CH:23]=[CH:22][C:21]([F:24])=[CH:20][C:19]=1[F:25].Cl, predict the reaction product.